From a dataset of Catalyst prediction with 721,799 reactions and 888 catalyst types from USPTO. Predict which catalyst facilitates the given reaction. (1) Reactant: C(N(S(F)(F)[F:7])CC)C.[Br:10][C:11]1[N:16]=[C:15]([CH2:17]O)[CH:14]=[CH:13][CH:12]=1.C(=O)([O-])O.[Na+]. Product: [Br:10][C:11]1[CH:12]=[CH:13][CH:14]=[C:15]([CH2:17][F:7])[N:16]=1. The catalyst class is: 2. (2) Reactant: C1COCC1.Cl[C:7]1[CH:8]=[C:9]([NH:28][CH2:29][CH:30]([CH3:32])[CH3:31])[C:10]2[N:11]([C:13]([C:16]3[CH:27]=[CH:26][C:19]([C:20]([NH:22][CH:23]4[CH2:25][CH2:24]4)=[O:21])=[CH:18][CH:17]=3)=[CH:14][N:15]=2)[N:12]=1.[H-].[Na+].[CH:35]1([NH2:41])[CH2:40][CH2:39][CH2:38][CH2:37][CH2:36]1. Product: [CH:35]1([NH:41][C:7]2[CH:8]=[C:9]([NH:28][CH2:29][CH:30]([CH3:32])[CH3:31])[C:10]3[N:11]([C:13]([C:16]4[CH:27]=[CH:26][C:19]([C:20]([NH:22][CH:23]5[CH2:25][CH2:24]5)=[O:21])=[CH:18][CH:17]=4)=[CH:14][N:15]=3)[N:12]=2)[CH2:40][CH2:39][CH2:38][CH2:37][CH2:36]1. The catalyst class is: 84. (3) Reactant: Cl.[F:2][C:3]([F:18])([F:17])[C:4]1[CH:5]=[CH:6][C:7]([CH2:10][CH:11]2[CH2:15][CH2:14][CH2:13][CH:12]2[NH2:16])=[N:8][CH:9]=1.CCN(C(C)C)C(C)C.CN(C(ON1N=NC2C=CC=CC1=2)=[N+](C)C)C.[B-](F)(F)(F)F.[CH3:50][C:51]1[CH:52]=[CH:53][C:54]([N:60]2[N:64]=[CH:63][CH:62]=[N:61]2)=[C:55]([CH:59]=1)[C:56](O)=[O:57]. Product: [CH3:50][C:51]1[CH:52]=[CH:53][C:54]([N:60]2[N:64]=[CH:63][CH:62]=[N:61]2)=[C:55]([CH:59]=1)[C:56]([NH:16][CH:12]1[CH2:13][CH2:14][CH2:15][CH:11]1[CH2:10][C:7]1[CH:6]=[CH:5][C:4]([C:3]([F:17])([F:2])[F:18])=[CH:9][N:8]=1)=[O:57]. The catalyst class is: 3. (4) Reactant: CS(O[CH:6]1[CH2:11][CH2:10][O:9][CH:8]([C:12]2[CH:17]=[CH:16][CH:15]=[C:14]([C:18]([F:21])([F:20])[F:19])[N:13]=2)[CH2:7]1)(=O)=O.N#N.C([O-])([O-])=O.[K+].[K+].[C:30]1([SH:36])[CH:35]=[CH:34][CH:33]=[CH:32][CH:31]=1. Product: [F:21][C:18]([F:19])([F:20])[C:14]1[CH:15]=[CH:16][CH:17]=[C:12]([CH:8]2[CH2:7][CH:6]([S:36][C:30]3[CH:35]=[CH:34][CH:33]=[C:32]([C:18]([F:21])([F:20])[F:19])[CH:31]=3)[CH2:11][CH2:10][O:9]2)[N:13]=1. The catalyst class is: 23. (5) Reactant: [Br:1][C:2]1[CH:7]=[CH:6][C:5]([C@H:8]2[CH2:10][C@@H:9]2[CH:11]=O)=[CH:4][CH:3]=1.[I-].[CH3:14][P+](C1C=CC=CC=1)(C1C=CC=CC=1)C1C=CC=CC=1.CC(C)([O-])C.[K+]. Product: [Br:1][C:2]1[CH:7]=[CH:6][C:5]([C@H:8]2[CH2:10][C@@H:9]2[CH:11]=[CH2:14])=[CH:4][CH:3]=1. The catalyst class is: 4. (6) Reactant: Cl.Cl[C:3]1[N:12]=[CH:11][C:10]2[N:9]3[CH:13]=[N:14][N:15]=[C:8]3[C@@H:7]([CH2:16][CH3:17])[N:6]([C@@H:18]3[CH2:22][CH2:21][C:20]([F:24])([F:23])[CH2:19]3)[C:5]=2[N:4]=1.[NH2:25][C:26]1[CH:36]=[CH:35][C:29]([C:30]([NH:32][CH2:33][CH3:34])=[O:31])=[CH:28][C:27]=1[O:37][CH3:38]. Product: [F:23][C:20]1([F:24])[CH2:21][CH2:22][C@@H:18]([N:6]2[C:5]3[N:4]=[C:3]([NH:25][C:26]4[CH:36]=[CH:35][C:29]([C:30]([NH:32][CH2:33][CH3:34])=[O:31])=[CH:28][C:27]=4[O:37][CH3:38])[N:12]=[CH:11][C:10]=3[N:9]3[CH:13]=[N:14][N:15]=[C:8]3[C@H:7]2[CH2:16][CH3:17])[CH2:19]1. The catalyst class is: 40. (7) Product: [CH2:14]([NH:13][C@H:10]1[CH2:11][CH2:12][N:8]([C:6]([O:5][C:1]([CH3:4])([CH3:2])[CH3:3])=[O:7])[CH2:9]1)[CH:15]([CH3:17])[CH3:16]. The catalyst class is: 29. Reactant: [C:1]([O:5][C:6]([N:8]1[CH2:12][CH2:11][CH:10]([NH2:13])[CH2:9]1)=[O:7])([CH3:4])([CH3:3])[CH3:2].[CH:14](=O)[CH:15]([CH3:17])[CH3:16].[H][H]. (8) Reactant: [C:1]([O:5][C:6](=[O:33])[CH2:7][O:8][C@H:9]1[CH2:32][O:31][C:12]2=[CH:13][CH:14]=[C:15]3[C:19]([N:18]([CH2:20][C@H:21]([O:23][Si](C(C)(C)C)(C)C)[CH3:22])[N:17]=[CH:16]3)=[C:11]2[CH2:10]1)([CH3:4])([CH3:3])[CH3:2].[F-].C([N+](CCCC)(CCCC)CCCC)CCC.C(=O)(O)[O-].[Na+]. Product: [C:1]([O:5][C:6](=[O:33])[CH2:7][O:8][C@H:9]1[CH2:32][O:31][C:12]2=[CH:13][CH:14]=[C:15]3[C:19]([N:18]([CH2:20][C@H:21]([OH:23])[CH3:22])[N:17]=[CH:16]3)=[C:11]2[CH2:10]1)([CH3:2])([CH3:3])[CH3:4]. The catalyst class is: 1.